From a dataset of Forward reaction prediction with 1.9M reactions from USPTO patents (1976-2016). Predict the product of the given reaction. (1) Given the reactants [NH2:1][C:2]1[CH:31]=[CH:30][C:5]([CH2:6][C:7]2[NH:15][C:14]3[C:13](=[O:16])[N:12]([CH2:17][C:18]4[CH:23]=[CH:22][CH:21]=[CH:20][C:19]=4[F:24])[C:11](=[O:25])[N:10]([CH2:26][CH2:27][CH2:28][CH3:29])[C:9]=3[N:8]=2)=[CH:4][CH:3]=1.[Cl:32][C:33]1[CH:34]=[C:35]([S:39](Cl)(=[O:41])=[O:40])[CH:36]=[CH:37][CH:38]=1, predict the reaction product. The product is: [CH2:26]([N:10]1[C:9]2[N:8]=[C:7]([CH2:6][C:5]3[CH:4]=[CH:3][C:2]([NH:1][S:39]([C:35]4[CH:36]=[CH:37][CH:38]=[C:33]([Cl:32])[CH:34]=4)(=[O:41])=[O:40])=[CH:31][CH:30]=3)[NH:15][C:14]=2[C:13](=[O:16])[N:12]([CH2:17][C:18]2[CH:23]=[CH:22][CH:21]=[CH:20][C:19]=2[F:24])[C:11]1=[O:25])[CH2:27][CH2:28][CH3:29]. (2) Given the reactants Br[C:2]1[CH:7]=[C:6]([CH2:8][NH:9][CH:10]([CH3:12])[CH3:11])[CH:5]=[CH:4][N:3]=1.[F:13][C:14]1[CH:19]=[CH:18][C:17](B(O)O)=[CH:16][CH:15]=1.C(=O)([O-])[O-].[Cs+].[Cs+].C(=O)([O-])O.[Na+], predict the reaction product. The product is: [F:13][C:14]1[CH:19]=[CH:18][C:17]([C:2]2[CH:7]=[C:6]([CH2:8][NH:9][CH:10]([CH3:12])[CH3:11])[CH:5]=[CH:4][N:3]=2)=[CH:16][CH:15]=1. (3) Given the reactants [F:1][C:2]1[CH:3]=[C:4]([C:29]2[C:30]([C:35]#[N:36])=[CH:31][CH:32]=[CH:33][CH:34]=2)[CH:5]=[CH:6][C:7]=1[CH2:8][C:9]1[C:10](=[O:28])[N:11]([CH:21]2[CH2:26][CH2:25][C:24](=[O:27])[CH2:23][CH2:22]2)[C:12]2[N:13]([N:18]=[CH:19][N:20]=2)[C:14]=1[CH2:15][CH2:16][CH3:17].[C:37]1([CH2:43]O)([CH2:41][OH:42])[CH2:40][CH2:39][CH2:38]1, predict the reaction product. The product is: [CH2:38]1[C:37]2([CH2:41][O:42][C:24]3([CH2:23][CH2:22][CH:21]([N:11]4[C:10](=[O:28])[C:9]([CH2:8][C:7]5[CH:6]=[CH:5][C:4]([C:29]6[C:30]([C:35]#[N:36])=[CH:31][CH:32]=[CH:33][CH:34]=6)=[CH:3][C:2]=5[F:1])=[C:14]([CH2:15][CH2:16][CH3:17])[N:13]5[N:18]=[CH:19][N:20]=[C:12]45)[CH2:26][CH2:25]3)[O:27][CH2:43]2)[CH2:40][CH2:39]1. (4) Given the reactants [NH:1]1[CH2:6][CH2:5][CH:4]([S:7][C:8]2[N:13]=[C:12]([NH:14][C:15]3[S:16][C:17]([C:20]#[N:21])=[CH:18][N:19]=3)[CH:11]=[C:10]([N:22]3[CH2:27][CH2:26][N:25]([CH3:28])[CH2:24][CH2:23]3)[N:9]=2)[CH2:3][CH2:2]1.C(N(CC)CC)C.[C:36](Cl)(=[O:39])[CH:37]=[CH2:38], predict the reaction product. The product is: [C:36]([N:1]1[CH2:6][CH2:5][CH:4]([S:7][C:8]2[N:13]=[C:12]([NH:14][C:15]3[S:16][C:17]([C:20]#[N:21])=[CH:18][N:19]=3)[CH:11]=[C:10]([N:22]3[CH2:23][CH2:24][N:25]([CH3:28])[CH2:26][CH2:27]3)[N:9]=2)[CH2:3][CH2:2]1)(=[O:39])[CH:37]=[CH2:38]. (5) Given the reactants [O:1]=[C:2]1[NH:7][C:6]([C:8]([F:14])([F:13])[C:9]([F:12])([F:11])[F:10])=[C:5]([C:15]([O:17]CC)=[O:16])[CH:4]=[CH:3]1, predict the reaction product. The product is: [O:1]=[C:2]1[NH:7][C:6]([C:8]([F:14])([F:13])[C:9]([F:10])([F:11])[F:12])=[C:5]([C:15]([OH:17])=[O:16])[CH:4]=[CH:3]1. (6) Given the reactants Br[C:2]1[CH:7]=[C:6]([F:8])[CH:5]=[CH:4][C:3]=1[S:9]([NH:12][C:13]1[C:22]([C:23]([O:25][CH3:26])=[O:24])=[C:21]2[C:16]([C:17]3[CH:29]=[CH:28][O:27][C:18]=3[CH2:19][O:20]2)=[CH:15][CH:14]=1)(=[O:11])=[O:10].C([Sn](CCCC)(CCCC)/[CH:35]=[CH:36]\[CH2:37][N:38]1[CH2:42][CH2:41][C@@H:40]([O:43][C:44](=[O:46])[CH3:45])[CH2:39]1)CCC, predict the reaction product. The product is: [F:8][C:6]1[CH:5]=[CH:4][C:3]([S:9]([NH:12][C:13]2[C:22]([C:23]([O:25][CH3:26])=[O:24])=[C:21]3[C:16]([C:17]4[CH:29]=[CH:28][O:27][C:18]=4[CH2:19][O:20]3)=[CH:15][CH:14]=2)(=[O:11])=[O:10])=[C:2](/[CH:35]=[CH:36]\[CH2:37][N:38]2[CH2:42][CH2:41][C@@H:40]([O:43][C:44](=[O:46])[CH3:45])[CH2:39]2)[CH:7]=1. (7) Given the reactants [Br:1][C:2]1[CH:7]=[CH:6][C:5]([CH2:8][C:9]#N)=[C:4]([F:11])[CH:3]=1.[OH-:12].[Na+].C[OH:15], predict the reaction product. The product is: [Br:1][C:2]1[CH:7]=[CH:6][C:5]([CH2:8][C:9]([OH:15])=[O:12])=[C:4]([F:11])[CH:3]=1. (8) Given the reactants [Cl:1][CH2:2][CH2:3][C@H:4]([C:6]1[CH:11]=[CH:10][CH:9]=[CH:8][CH:7]=1)[OH:5].[S:12]1[C:20]2[C:15](=[N:16][CH:17]=[CH:18][C:19]=2O)[CH:14]=[CH:13]1.P(CCCC)(CCCC)CCCC, predict the reaction product. The product is: [Cl:1][CH2:2][CH2:3][C@@H:4]([C:6]1[CH:11]=[CH:10][CH:9]=[CH:8][CH:7]=1)[O:5][C:19]1[CH:18]=[CH:17][N:16]=[C:15]2[CH:14]=[CH:13][S:12][C:20]=12.